From a dataset of Full USPTO retrosynthesis dataset with 1.9M reactions from patents (1976-2016). Predict the reactants needed to synthesize the given product. (1) Given the product [NH2:23][C:6]1[C:7]([NH:11][C:12]2[CH:13]=[C:14]([CH:19]=[CH:20][C:21]=2[CH3:22])[C:15]([NH:17][CH3:18])=[O:16])=[N:8][CH:9]=[N:10][C:5]=1[N:4]([CH2:3][C:2]([CH3:28])([CH3:27])[CH3:1])[CH3:26], predict the reactants needed to synthesize it. The reactants are: [CH3:1][C:2]([CH3:28])([CH3:27])[CH2:3][N:4]([CH3:26])[C:5]1[N:10]=[CH:9][N:8]=[C:7]([NH:11][C:12]2[CH:13]=[C:14]([CH:19]=[CH:20][C:21]=2[CH3:22])[C:15]([NH:17][CH3:18])=[O:16])[C:6]=1[N+:23]([O-])=O.[H][H]. (2) The reactants are: [CH2:1]([O:8][N:9]([CH2:35][C:36]1[C:41]([O:42][CH3:43])=[CH:40][C:39]([O:44][CH3:45])=[CH:38][C:37]=1[O:46][CH3:47])[C:10](=[O:34])[CH2:11][CH2:12][C:13]1(CC2C=CC(C(OC)=O)=CC=2)[C:18](=[O:19])[O:17][C:16](C)(C)[O:15][C:14]1=[O:22])[C:2]1[CH:7]=[CH:6][CH:5]=[CH:4][CH:3]=1.[O:48]1[CH2:53][CH2:52]OCC1.[OH-:54].[Na+]. Given the product [CH2:1]([O:8][N:9]([CH2:35][C:36]1[C:37]([O:46][CH3:47])=[CH:38][C:39]([O:44][CH3:45])=[CH:40][C:41]=1[O:42][CH3:43])[C:10](=[O:34])[CH2:11][CH2:12][C:13]([C:2]1[CH:7]=[CH:6][C:52]([C:53]([OH:48])=[O:54])=[CH:4][CH:3]=1)([C:14]([OH:15])=[O:22])[C:18]([O:17][CH3:16])=[O:19])[C:2]1[CH:3]=[CH:4][CH:5]=[CH:6][CH:7]=1, predict the reactants needed to synthesize it. (3) Given the product [NH2:10][CH:11]1[C:17](=[O:18])[NH:16][C:15]2[CH:19]=[CH:20][C:21]([N:23]3[CH2:27][C@H:26]([CH2:28][NH:29][C:30](=[O:32])[CH3:31])[O:25][C:24]3=[O:33])=[CH:22][C:14]=2[CH2:13][CH2:12]1, predict the reactants needed to synthesize it. The reactants are: C(OC(=O)[NH:10][C@@H:11]1[C:17](=[O:18])[NH:16][C:15]2[CH:19]=[CH:20][C:21]([N:23]3[CH2:27][CH:26]([CH2:28][NH:29][C:30](=[O:32])[CH3:31])[O:25][C:24]3=[O:33])=[CH:22][C:14]=2[CH2:13][CH2:12]1)C1C=CC=CC=1.C([O-])=O.[NH4+]. (4) Given the product [CH3:21][C:11]1([C:8]2[CH:7]=[CH:6][S:10][C:9]=2[CH:22]=[O:33])[C:20]2[C:15](=[CH:16][CH:17]=[CH:18][CH:19]=2)[CH2:14][CH2:13][NH:12]1, predict the reactants needed to synthesize it. The reactants are: O1CCOC1[C:6]1[S:10][CH:9]=[C:8]([C:11]2([CH3:21])[C:20]3[C:15](=[CH:16][CH:17]=[CH:18][CH:19]=3)[CH2:14][CH2:13][NH:12]2)[CH:7]=1.[C:22]1(C)C(S(O)(=O)=O)=CC=CC=1.[OH2:33]. (5) Given the product [Cl:1][C:2]1[CH:3]=[C:4]([CH:21]=[C:22]([Cl:24])[CH:23]=1)[O:5][CH:6]([CH2:19][CH3:20])[C:7]([NH:9][C:10]([CH3:18])([CH3:17])[C:11]#[C:12][CH2:13][CH2:14][CH2:15][N:31]1[CH:35]=[N:34][CH:33]=[N:32]1)=[O:8], predict the reactants needed to synthesize it. The reactants are: [Cl:1][C:2]1[CH:3]=[C:4]([CH:21]=[C:22]([Cl:24])[CH:23]=1)[O:5][CH:6]([CH2:19][CH3:20])[C:7]([NH:9][C:10]([CH3:18])([CH3:17])[C:11]#[C:12][CH2:13][CH2:14][CH2:15]Cl)=[O:8].C(=O)([O-])[O-].[K+].[K+].[NH:31]1[CH:35]=[N:34][CH:33]=[N:32]1.CCCCCC.C(OCC)(=O)C. (6) Given the product [F:36][C:37]1[CH:42]=[CH:41][C:40]([S:43][C:13]2[CH:14]=[CH:15][C:10]([N:8]3[CH:9]=[C:5]([NH:4][C:2]([NH2:1])=[O:3])[C:6]([C:18]([NH2:20])=[O:19])=[N:7]3)=[CH:11][C:12]=2[CH3:17])=[CH:39][CH:38]=1, predict the reactants needed to synthesize it. The reactants are: [NH2:1][C:2]([NH:4][C:5]1[C:6]([C:18]([NH2:20])=[O:19])=[N:7][N:8]([C:10]2[CH:15]=[CH:14][C:13](I)=[C:12]([CH3:17])[CH:11]=2)[CH:9]=1)=[O:3].N#N.C(N(C(C)C)CC)(C)C.C(O)CO.[F:36][C:37]1[CH:42]=[CH:41][C:40]([SH:43])=[CH:39][CH:38]=1. (7) Given the product [Cl:36][C:19]1[CH:20]=[C:21]([C:25]([NH:27][CH2:28][C:29]2[CH:34]=[CH:33][CH:32]=[C:31]([OH:35])[CH:30]=2)=[O:26])[CH:22]=[C:23]([CH3:24])[C:18]=1[C:17]([NH:16]/[C:4](=[CH:5]\[C:6]1[CH:7]=[N:8][C:9]2[C:14]([CH:15]=1)=[CH:13][CH:12]=[CH:11][CH:10]=2)/[C:3]([OH:38])=[O:2])=[O:37], predict the reactants needed to synthesize it. The reactants are: C[O:2][C:3](=[O:38])/[C:4](/[NH:16][C:17](=[O:37])[C:18]1[C:23]([CH3:24])=[CH:22][C:21]([C:25]([NH:27][CH2:28][C:29]2[CH:34]=[CH:33][CH:32]=[C:31]([OH:35])[CH:30]=2)=[O:26])=[CH:20][C:19]=1[Cl:36])=[CH:5]/[C:6]1[CH:7]=[N:8][C:9]2[C:14]([CH:15]=1)=[CH:13][CH:12]=[CH:11][CH:10]=2.O.[OH-].[Li+].